This data is from Forward reaction prediction with 1.9M reactions from USPTO patents (1976-2016). The task is: Predict the product of the given reaction. (1) Given the reactants [C:1]([C:3]1[CH:4]=[C:5]([CH:8]=[CH:9][C:10]=1[F:11])[CH:6]=[O:7])#[N:2].S(=O)(=O)(O)[OH:13], predict the reaction product. The product is: [C:1]([C:3]1[CH:4]=[C:5]([CH:8]=[CH:9][C:10]=1[F:11])[C:6]([OH:13])=[O:7])#[N:2]. (2) Given the reactants C(=O)([O-])[O-].[K+].[K+].[Cl:7][C:8]1[CH:9]=[CH:10][C:11](F)=[C:12]([CH:15]=1)[C:13]#[N:14].[O:17]=[S:18]1(=[O:37])[CH2:23][CH2:22][N:21]2[CH:24]3[CH2:29][CH2:28][C:27]([C:30]4[CH:35]=[CH:34][C:33]([OH:36])=[CH:32][CH:31]=4)([C:20]2=[N:19]1)[CH2:26][CH2:25]3.CS(C)=O, predict the reaction product. The product is: [Cl:7][C:8]1[CH:9]=[CH:10][C:11]([O:36][C:33]2[CH:34]=[CH:35][C:30]([C:27]34[CH2:28][CH2:29][CH:24]([N:21]5[CH2:22][CH2:23][S:18](=[O:37])(=[O:17])[N:19]=[C:20]53)[CH2:25][CH2:26]4)=[CH:31][CH:32]=2)=[C:12]([CH:15]=1)[C:13]#[N:14]. (3) Given the reactants [N+:1]([CH:4]([CH3:6])[CH3:5])([O-:3])=[O:2].[CH2:7]([CH2:9][NH2:10])[OH:8].[CH2:11]=O.[OH-].[Na+], predict the reaction product. The product is: [N+:1]([C:4]([CH3:11])([CH3:6])[CH2:5][NH:10][CH2:9][CH2:7][OH:8])([O-:3])=[O:2].